The task is: Binary Classification. Given a miRNA mature sequence and a target amino acid sequence, predict their likelihood of interaction.. This data is from Experimentally validated miRNA-target interactions with 360,000+ pairs, plus equal number of negative samples. (1) The miRNA is hsa-miR-4319 with sequence UCCCUGAGCAAAGCCAC. The protein sequence of the target gene is MHFRDFNYNFSSLIACVANGDVFSESETRAKFESLFRTYDKDITFQYFKSFKRVRINFSNPLSAADARLQLHKTEFLGKEMKLYFAQTLHIGSSHLAPPNPDKQFLISPPASPPVGWKQVEDATPVINYDLLYAISKLGPGEKYELHAATDTTPSVVVHVCESDQEEEEEEEEEMERMKRPKPKIIQTRRPEYTPIHLS. Result: 0 (no interaction). (2) The miRNA is cel-miR-359 with sequence UCACUGGUCUUUCUCUGACGAA. The protein sequence of the target gene is MTTFGAVAEWRLPSLRRATLWIPQWFAKKAIFNSPLEAAMAFPHLQQPSFLLASLKADSINKPFAQQCQDLVKVIEDFPAKELHTIFPWLVESIFGSLDGVLVGWNLRCLQGRVNPVEYSIVMEFLDPGGPMMKLVYKLQAEDYKFDFPVSYLPGPVKASIQECILPDSPLYHNKVQFTPTGGLGLNLALNPFEYYIFFFALSLITQKPLPVSLHVRTSDCAYFILVDRYLSWFLPTEGSVPPPLSSSPGGTSPSPPPRTPAIPFASYGLHHTSLLKRHISHQTSVNADPASHEIWRSET.... Result: 0 (no interaction). (3) The miRNA is hsa-miR-1277-5p with sequence AAAUAUAUAUAUAUAUGUACGUAU. The protein sequence of the target gene is MSFALEETLESDWVAVRPHVFDEREKHKFVFIVAWNEIEGKFAITCHNRTAQRQRSGSREQAGARGGAEAGGAASDGSRGPGSPAGRGRPEATASATLVRSPGPRRSSAWAEGGSPRSTRSLLGDPRLRSPGSKGAESRLRSPVRAKPIPGQKTSEADDAAGAAAAAARPAPREAQVSSVRIVSASGTVSEEIEVLEMVKEDEAPLALSDAEQPPPATELESPAEECSWAGLFSFQDLRAVHQQLCSVNSQLEPCLPVFPEEPSGMWTVLFGGAPEMTEQEIDTLCYQLQVYLGHGLDTC.... Result: 1 (interaction). (4) The miRNA is hsa-miR-587 with sequence UUUCCAUAGGUGAUGAGUCAC. The protein sequence of the target gene is MGPPRHPQAGEIEAGGAGGGRRLQVEMSSQQFPRLGAPSTGLSQAPSQIANSGSAGLINPAATVNDESGRDSEVSAREHMSSSSSLQSREEKQEPVVVRPYPQVQMLSTHHAVASATPVAVTAPPAHLTPAVPLSFSEGLMKPPPKPTMPSRPIAPAPPSTLSLPPKVPGQVTVTMESSIPQASAIPVATISGQQGHPSNLHHIMTTNVQMSIIRSNAPGPPLHIGASHLPRGAAAAAVMSSSKVTTVLRPTSQLPNAATAQPAVQHIIHQPIQSRPPVTTSNAIPPAVVATVSATRAQS.... Result: 0 (no interaction).